From a dataset of Full USPTO retrosynthesis dataset with 1.9M reactions from patents (1976-2016). Predict the reactants needed to synthesize the given product. (1) Given the product [CH2:32]([O:31][C:29](=[O:30])[CH:28]([CH2:2][C:3]1[CH:11]=[CH:10][C:6]2[O:7][CH2:8][O:9][C:5]=2[CH:4]=1)[C:20](=[O:27])[C:21]1[CH:22]=[CH:23][CH:24]=[CH:25][CH:26]=1)[CH3:33], predict the reactants needed to synthesize it. The reactants are: Cl[CH2:2][C:3]1[CH:11]=[CH:10][C:6]2[O:7][CH2:8][O:9][C:5]=2[CH:4]=1.C(=O)([O-])[O-].[K+].[K+].[I-].[Na+].[C:20]([CH2:28][C:29]([O:31][CH2:32][CH3:33])=[O:30])(=[O:27])[C:21]1[CH:26]=[CH:25][CH:24]=[CH:23][CH:22]=1. (2) The reactants are: [Cl-].[NH4+:2].C1(C)C=CC=CC=1.C[Al](C)C.[Cl:14][C:15]1[N:16]=[CH:17][C:18]([C:21]([O:23]C)=O)=[N:19][CH:20]=1.C(=O)([O-])O.[Na+]. Given the product [Cl:14][C:15]1[N:16]=[CH:17][C:18]([C:21]([NH2:2])=[O:23])=[N:19][CH:20]=1, predict the reactants needed to synthesize it. (3) The reactants are: [CH3:1][C:2]([C:4]1[CH:5]=[CH:6][C:7]([OH:11])=[CH:8][C:9]=1[OH:10])=[O:3].C1(P(C2C=CC=CC=2)C2C=CC=CC=2)C=CC=CC=1.[CH3:31][O:32][CH2:33][CH2:34]O.N(C(OCC)=O)=NC(OCC)=O. Given the product [OH:10][C:9]1[CH:8]=[C:7]([O:11][CH2:34][CH2:33][O:32][CH3:31])[CH:6]=[CH:5][C:4]=1[C:2](=[O:3])[CH3:1], predict the reactants needed to synthesize it. (4) Given the product [OH:8][CH2:9][C@H:10]1[CH2:15][CH2:14][O:13][C:12](=[O:16])[N:11]1[CH2:18][CH2:19][CH2:20][CH2:21][CH2:22][CH2:23][C:24]([O:26][CH:27]([CH3:28])[CH3:29])=[O:25].[Si:1]([O:8][CH2:9][C@H:10]1[CH2:15][CH2:14][O:13][C:12](=[O:16])[N:11]1[CH2:18][CH2:19][CH2:20][CH2:21][CH2:22][CH2:23][C:24]([O:26][CH:27]([CH3:28])[CH3:29])=[O:25])([C:4]([CH3:7])([CH3:5])[CH3:6])([CH3:3])[CH3:2], predict the reactants needed to synthesize it. The reactants are: [Si:1]([O:8][CH2:9][C@H:10]1[CH2:15][CH2:14][O:13][C:12](=[O:16])[NH:11]1)([C:4]([CH3:7])([CH3:6])[CH3:5])([CH3:3])[CH3:2].I[CH2:18][CH2:19][CH2:20][CH2:21][CH2:22][CH2:23][C:24]([O:26][CH:27]([CH3:29])[CH3:28])=[O:25]. (5) The reactants are: [CH2:1]([S:3]([C:6]1[CH:7]=[C:8]2[C:12](=[CH:13][CH:14]=1)[NH:11][C:10](=[O:15])[CH2:9]2)(=[O:5])=[O:4])[CH3:2].[OH:16][CH2:17][CH2:18][CH2:19][C:20]1[C:21]2[CH2:31][CH2:30][CH2:29][CH2:28][CH2:27][C:22]=2[NH:23][C:24]=1[CH:25]=O.N1CCCCC1. Given the product [CH2:1]([S:3]([C:6]1[CH:7]=[C:8]2[C:12](=[CH:13][CH:14]=1)[NH:11][C:10](=[O:15])/[C:9]/2=[CH:25]\[C:24]1[NH:23][C:22]2[CH2:27][CH2:28][CH2:29][CH2:30][CH2:31][C:21]=2[C:20]=1[CH2:19][CH2:18][CH2:17][OH:16])(=[O:4])=[O:5])[CH3:2], predict the reactants needed to synthesize it. (6) Given the product [C:1]([O:5][C:6]([N:8]1[CH2:13][CH2:12][N:11]([C:14]2[C:15]3[C:30]([O:31][CH3:32])=[CH:29][N:28]=[CH:27][C:16]=3[N:17]=[C:18]([C:20]3[CH:25]=[CH:24][N:23]=[C:22]([NH:81][C:82]4[CH:87]=[CH:86][CH:85]=[CH:84][CH:83]=4)[CH:21]=3)[N:19]=2)[CH2:10][CH2:9]1)=[O:7])([CH3:4])([CH3:3])[CH3:2], predict the reactants needed to synthesize it. The reactants are: [C:1]([O:5][C:6]([N:8]1[CH2:13][CH2:12][N:11]([C:14]2[C:15]3[C:30]([O:31][CH3:32])=[CH:29][N:28]=[CH:27][C:16]=3[N:17]=[C:18]([C:20]3[CH:25]=[CH:24][N:23]=[C:22](Cl)[CH:21]=3)[N:19]=2)[CH2:10][CH2:9]1)=[O:7])([CH3:4])([CH3:3])[CH3:2].CC1(C)C2C(=C(P(C3C=CC=CC=3)C3C=CC=CC=3)C=CC=2)OC2C(P(C3C=CC=CC=3)C3C=CC=CC=3)=CC=CC1=2.CC([O-])(C)C.[Na+].[NH2:81][C:82]1[CH:87]=[CH:86][CH:85]=[CH:84][CH:83]=1. (7) Given the product [NH2:7][C:2]1[CH:3]=[CH:4][CH:5]=[CH:6][C:1]=1[NH:8][S:14]([C:13]1[S:9][C:10]2[CH:21]=[CH:20][CH:19]=[CH:18][C:11]=2[CH:12]=1)(=[O:15])=[O:16], predict the reactants needed to synthesize it. The reactants are: [C:1]1([NH2:8])[CH:6]=[CH:5][CH:4]=[CH:3][C:2]=1[NH2:7].[S:9]1[C:13]([S:14](Cl)(=[O:16])=[O:15])=[CH:12][C:11]2[CH:18]=[CH:19][CH:20]=[CH:21][C:10]1=2. (8) The reactants are: [Cr](Cl)([O-])(=O)=O.[NH+]1C=CC=CC=1.[F:12][C:13]1[CH:20]=[C:19]([CH2:21][OH:22])[CH:18]=[CH:17][C:14]=1[C:15]#[N:16]. Given the product [F:12][C:13]1[CH:20]=[C:19]([CH:21]=[O:22])[CH:18]=[CH:17][C:14]=1[C:15]#[N:16], predict the reactants needed to synthesize it. (9) Given the product [Br:13][C:14]1[S:18][C:17]([S:19]([N:1]2[CH:5]=[CH:4][N:3]=[CH:2]2)(=[O:21])=[O:20])=[CH:16][CH:15]=1, predict the reactants needed to synthesize it. The reactants are: [NH:1]1[CH:5]=[CH:4][N:3]=[CH:2]1.C(N(CC)CC)C.[Br:13][C:14]1[S:18][C:17]([S:19](Cl)(=[O:21])=[O:20])=[CH:16][CH:15]=1. (10) Given the product [Cl:49][C:50]1[C:55]([F:56])=[CH:54][CH:53]=[C:52]([O:57][CH3:58])[C:51]=1[C@H:59]([C:61]1[C:69]2[C:64](=[N:65][CH:66]=[C:67]([C:2]3[C:3]([C:8]([NH2:14])=[O:10])=[N:4][N:5]([CH3:7])[CH:6]=3)[CH:68]=2)[NH:63][CH:62]=1)[CH3:60], predict the reactants needed to synthesize it. The reactants are: Br[C:2]1[C:3]([C:8]([OH:10])=O)=[N:4][N:5]([CH3:7])[CH:6]=1.[NH4+].[Cl-].C[N:14](C(ON1N=NC2C=CC=CC1=2)=[N+](C)C)C.[B-](F)(F)(F)F.CCN(C(C)C)C(C)C.CN(C=O)C.[Cl:49][C:50]1[C:55]([F:56])=[CH:54][CH:53]=[C:52]([O:57][CH3:58])[C:51]=1[C@H:59]([C:61]1[C:69]2[C:64](=[N:65][CH:66]=[C:67](B3OC(C)(C)C(C)(C)O3)[CH:68]=2)[NH:63][CH:62]=1)[CH3:60].C([O-])([O-])=O.[K+].[K+].O.